This data is from Catalyst prediction with 721,799 reactions and 888 catalyst types from USPTO. The task is: Predict which catalyst facilitates the given reaction. (1) Reactant: C(OC([N:8]1[CH2:12][C@H:11]([O:13][Si](C(C)(C)C)(C)C)[CH2:10][C@@H:9]1[C:21](=[O:40])[NH:22][C:23]1[CH:28]=[CH:27][C:26]([C:29]2[CH:34]=[CH:33][CH:32]=[CH:31][C:30]=2[S:35]([CH3:38])(=[O:37])=[O:36])=[CH:25][C:24]=1[F:39])=O)(C)(C)C.FC(F)(F)C(O)=O. Product: [F:39][C:24]1[CH:25]=[C:26]([C:29]2[CH:34]=[CH:33][CH:32]=[CH:31][C:30]=2[S:35]([CH3:38])(=[O:36])=[O:37])[CH:27]=[CH:28][C:23]=1[NH:22][C:21]([C@H:9]1[CH2:10][C@@H:11]([OH:13])[CH2:12][NH:8]1)=[O:40]. The catalyst class is: 2. (2) Reactant: C([O:3][C:4](=[O:35])[CH2:5][C:6]1[O:7][C:8]([C:11]2[CH:16]=[CH:15][C:14]([CH:17]([C:28]3[CH:33]=[CH:32][CH:31]=[CH:30][C:29]=3[CH3:34])[CH2:18][C:19]([C:21]3[CH:26]=[CH:25][N:24]=[C:23]([CH3:27])[CH:22]=3)=[O:20])=[CH:13][CH:12]=2)=[N:9][N:10]=1)C.C(=O)([O-])O.[Na+].Cl. Product: [CH3:27][C:23]1[CH:22]=[C:21]([C:19](=[O:20])[CH2:18][CH:17]([C:14]2[CH:15]=[CH:16][C:11]([C:8]3[O:7][C:6]([CH2:5][C:4]([OH:35])=[O:3])=[N:10][N:9]=3)=[CH:12][CH:13]=2)[C:28]2[CH:33]=[CH:32][CH:31]=[CH:30][C:29]=2[CH3:34])[CH:26]=[CH:25][N:24]=1. The catalyst class is: 40. (3) Reactant: [S:1]([N:11]1[CH:15]=[CH:14][N:13]=[C:12]1[CH2:16][CH2:17][C:18](OC)=[O:19])([C:4]1[CH:10]=[CH:9][C:7]([CH3:8])=[CH:6][CH:5]=1)(=[O:3])=[O:2].CC(C[AlH]CC(C)C)C. Product: [S:1]([N:11]1[CH:15]=[CH:14][N:13]=[C:12]1[CH2:16][CH2:17][CH2:18][OH:19])([C:4]1[CH:10]=[CH:9][C:7]([CH3:8])=[CH:6][CH:5]=1)(=[O:3])=[O:2]. The catalyst class is: 1. (4) Product: [CH3:1][C:2]1([CH3:32])[CH2:11][CH:10]=[C:9]([C:12]2[CH:17]=[CH:16][CH:15]=[C:14]([CH3:18])[CH:13]=2)[C:8]2[CH:7]=[C:6]([C:19]#[C:20][C:21]3[CH:22]=[CH:23][C:24]([C:25]([OH:27])=[O:26])=[CH:30][CH:31]=3)[CH:5]=[CH:4][C:3]1=2. The catalyst class is: 301. Reactant: [CH3:1][C:2]1([CH3:32])[CH2:11][CH:10]=[C:9]([C:12]2[CH:17]=[CH:16][CH:15]=[C:14]([CH3:18])[CH:13]=2)[C:8]2[CH:7]=[C:6]([C:19]#[C:20][C:21]3[CH:31]=[CH:30][C:24]([C:25]([O:27]CC)=[O:26])=[CH:23][CH:22]=3)[CH:5]=[CH:4][C:3]1=2.[OH-].[Na+].Cl. (5) Reactant: Cl[C:2]1[N:3]=[C:4]([N:11]2[CH2:16][CH2:15][O:14][CH2:13][CH2:12]2)[C:5]2[S:10][CH2:9][CH2:8][C:6]=2[N:7]=1.[CH3:17][C:18]1[CH:24]=[CH:23][C:21]([NH2:22])=[CH:20][C:19]=1B1OC(C)(C)C(C)(C)O1.C([O-])([O-])=O.[Na+].[Na+].C(Cl)Cl. Product: [CH3:17][C:18]1[CH:24]=[CH:23][C:21]([NH2:22])=[CH:20][C:19]=1[C:2]1[N:3]=[C:4]([N:11]2[CH2:16][CH2:15][O:14][CH2:13][CH2:12]2)[C:5]2[S:10][CH2:9][CH2:8][C:6]=2[N:7]=1. The catalyst class is: 57. (6) Reactant: CCN(C(C)C)C(C)C.[CH3:10][O:11][C:12]1[CH:13]=[CH:14][CH:15]=[C:16]2[C:21]=1[O:20][C:19](=[O:22])[C:18]([C:23]([OH:25])=O)=[CH:17]2.CN(C(ON1N=NC2C=CC=NC1=2)=[N+](C)C)C.F[P-](F)(F)(F)(F)F.[F:50][C:51]([F:67])([F:66])[O:52][C:53]1[CH:58]=[CH:57][CH:56]=[CH:55][C:54]=1[C:59]1[CH:64]=[CH:63][CH:62]=[C:61]([NH2:65])[CH:60]=1. Product: [F:50][C:51]([F:66])([F:67])[O:52][C:53]1[CH:58]=[CH:57][CH:56]=[CH:55][C:54]=1[C:59]1[CH:64]=[CH:63][CH:62]=[C:61]([NH:65][C:23]([C:18]2[C:19](=[O:22])[O:20][C:21]3[C:16]([CH:17]=2)=[CH:15][CH:14]=[CH:13][C:12]=3[O:11][CH3:10])=[O:25])[CH:60]=1. The catalyst class is: 3. (7) Reactant: ClS([N:5]=C=O)(=O)=O.[CH3:8][O:9][C:10]([C@H:12]1[CH2:17][CH2:16][C@H:15]([C:18](O)=O)[CH2:14][CH2:13]1)=[O:11].CN(C=O)C. Product: [C:18]([C@H:15]1[CH2:16][CH2:17][C@H:12]([C:10]([O:9][CH3:8])=[O:11])[CH2:13][CH2:14]1)#[N:5]. The catalyst class is: 2. (8) Reactant: [OH:1][C:2]1[CH:15]=[CH:14][C:5]([C:6]([C:8]2[CH:13]=[CH:12][CH:11]=[CH:10][CH:9]=2)=[O:7])=[CH:4][CH:3]=1.C([O-])([O-])=O.[K+].[K+].[CH2:22](Br)[CH:23]=[CH2:24]. Product: [CH2:24]([O:1][C:2]1[CH:3]=[CH:4][C:5]([C:6]([C:8]2[CH:13]=[CH:12][CH:11]=[CH:10][CH:9]=2)=[O:7])=[CH:14][CH:15]=1)[CH:23]=[CH2:22]. The catalyst class is: 131.